Dataset: NCI-60 drug combinations with 297,098 pairs across 59 cell lines. Task: Regression. Given two drug SMILES strings and cell line genomic features, predict the synergy score measuring deviation from expected non-interaction effect. (1) Cell line: HT29. Drug 2: CC1CC(C(C(C=C(C(C(C=CC=C(C(=O)NC2=CC(=O)C(=C(C1)C2=O)OC)C)OC)OC(=O)N)C)C)O)OC. Synergy scores: CSS=75.9, Synergy_ZIP=-0.0713, Synergy_Bliss=-1.45, Synergy_Loewe=-2.00, Synergy_HSA=1.85. Drug 1: C1=CC=C(C=C1)NC(=O)CCCCCCC(=O)NO. (2) Drug 1: CC12CCC3C(C1CCC2=O)CC(=C)C4=CC(=O)C=CC34C. Drug 2: CC1C(C(CC(O1)OC2CC(CC3=C2C(=C4C(=C3O)C(=O)C5=C(C4=O)C(=CC=C5)OC)O)(C(=O)C)O)N)O.Cl. Cell line: KM12. Synergy scores: CSS=73.6, Synergy_ZIP=8.84, Synergy_Bliss=10.4, Synergy_Loewe=11.5, Synergy_HSA=12.2. (3) Drug 1: COC1=C2C(=CC3=C1OC=C3)C=CC(=O)O2. Drug 2: CC1CCCC2(C(O2)CC(NC(=O)CC(C(C(=O)C(C1O)C)(C)C)O)C(=CC3=CSC(=N3)C)C)C. Cell line: MALME-3M. Synergy scores: CSS=26.8, Synergy_ZIP=7.07, Synergy_Bliss=1.98, Synergy_Loewe=-20.4, Synergy_HSA=0.238. (4) Drug 1: CN1C2=C(C=C(C=C2)N(CCCl)CCCl)N=C1CCCC(=O)O.Cl. Drug 2: CC12CCC3C(C1CCC2OP(=O)(O)O)CCC4=C3C=CC(=C4)OC(=O)N(CCCl)CCCl.[Na+]. Cell line: UACC-257. Synergy scores: CSS=16.5, Synergy_ZIP=-4.22, Synergy_Bliss=-0.114, Synergy_Loewe=-0.595, Synergy_HSA=-1.14.